This data is from Forward reaction prediction with 1.9M reactions from USPTO patents (1976-2016). The task is: Predict the product of the given reaction. Given the reactants [CH2:1]([O:5][C@@H:6]1[CH2:10][CH2:9][N:8](C(OC(C)(C)C)=O)[CH2:7]1)[CH:2]([CH3:4])[CH3:3].[ClH:18], predict the reaction product. The product is: [ClH:18].[CH2:1]([O:5][C@@H:6]1[CH2:10][CH2:9][NH:8][CH2:7]1)[CH:2]([CH3:4])[CH3:3].